This data is from Reaction yield outcomes from USPTO patents with 853,638 reactions. The task is: Predict the reaction yield, written as a fraction of the theoretical maximum amount of product (1.0 means a 100% yield; for example, 0.34 means a 34% yield). (1) The reactants are [OH:1][C:2]1[CH:10]=[CH:9][C:8]([C:11]2[S:12][CH:13]=[CH:14][CH:15]=2)=[CH:7][C:3]=1[C:4]([OH:6])=O.[CH2:16]([O:18][C:19]([C:21]1[S:25][C:24]([NH2:26])=[N:23][C:22]=1[C:27]1[CH:32]=[CH:31][CH:30]=[CH:29][CH:28]=1)=[O:20])[CH3:17]. No catalyst specified. The product is [CH2:16]([O:18][C:19]([C:21]1[S:25][C:24]([NH:26][C:4](=[O:6])[C:3]2[CH:7]=[C:8]([C:11]3[S:12][CH:13]=[CH:14][CH:15]=3)[CH:9]=[CH:10][C:2]=2[OH:1])=[N:23][C:22]=1[C:27]1[CH:32]=[CH:31][CH:30]=[CH:29][CH:28]=1)=[O:20])[CH3:17]. The yield is 0.582. (2) The reactants are C(OC([CH:8]1[CH2:12][CH2:11][CH2:10][N:9]1[C:13](=[O:29])[CH:14]([NH:16][C:17](=[O:28])[C:18]1[CH:23]=[C:22]([CH3:24])[C:21]([O:25][CH3:26])=[C:20]([CH3:27])[CH:19]=1)[CH3:15])=O)(C)(C)C.[O:30]=[C:31]1[O:35][CH:34]([O:36][CH2:37][CH2:38]C2C=CC=CC=2)[CH:33]([NH:45][C:46](C2CCCN2C(=O)C(NC(=O)C2C=CC(N)=C(Cl)C=2)C)=[O:47])[CH2:32]1. No catalyst specified. The product is [CH2:37]([O:36][CH:34]1[CH:33]([NH:45][C:46]([CH:8]2[CH2:12][CH2:11][CH2:10][N:9]2[C:13](=[O:29])[CH:14]([NH:16][C:17](=[O:28])[C:18]2[CH:19]=[C:20]([CH3:27])[C:21]([O:25][CH3:26])=[C:22]([CH3:24])[CH:23]=2)[CH3:15])=[O:47])[CH2:32][C:31](=[O:30])[O:35]1)[CH3:38]. The yield is 0.770. (3) The reactants are [OH:1][C@H:2]1[C:6]2[N:7]=[CH:8][N:9]=[C:10]([N:11]3[CH2:16][CH2:15][N:14]([C:17]([O:19][C:20]([CH3:23])([CH3:22])[CH3:21])=[O:18])[CH2:13][C@@H:12]3[CH3:24])[C:5]=2[C@H:4]([CH3:25])[CH2:3]1.[H-].[Na+].[CH3:28]I. The catalyst is C1COCC1. The product is [CH3:28][O:1][C@H:2]1[C:6]2[N:7]=[CH:8][N:9]=[C:10]([N:11]3[CH2:16][CH2:15][N:14]([C:17]([O:19][C:20]([CH3:23])([CH3:22])[CH3:21])=[O:18])[CH2:13][C@@H:12]3[CH3:24])[C:5]=2[C@H:4]([CH3:25])[CH2:3]1. The yield is 0.550. (4) The reactants are O.Cl.[NH:3]1[CH2:8][CH2:7][C:6](=[O:9])[CH2:5][CH2:4]1.Br[CH2:11][CH:12]1[CH2:14][CH2:13]1.C(=O)([O-])[O-].[Na+].[Na+]. The catalyst is C(#N)C. The product is [CH:12]1([CH2:11][N:3]2[CH2:8][CH2:7][C:6](=[O:9])[CH2:5][CH2:4]2)[CH2:14][CH2:13]1. The yield is 0.560. (5) The reactants are [NH2:1][C:2]1[C:7]([NH2:8])=[C:6]([C:9]2[CH:16]=[CH:15][C:12]([C:13]#[N:14])=[CH:11][CH:10]=2)[CH:5]=[CH:4][N:3]=1.[NH2:17][C:18]1[CH:19]=[C:20]([CH:24]=[CH:25][N:26]=1)[C:21](O)=O.[OH2:27]. No catalyst specified. The product is [NH2:17][C:18]1[CH:19]=[C:20]([C:21]2[NH:1][C:2]3=[N:3][CH:4]=[CH:5][C:6]([C:9]4[CH:16]=[CH:15][C:12]([C:13]([NH2:14])=[O:27])=[CH:11][CH:10]=4)=[C:7]3[N:8]=2)[CH:24]=[CH:25][N:26]=1. The yield is 0.0700. (6) The reactants are [NH2:1][C:2]1[S:3][C:4]2[N:5]=[C:6]([N:11]([CH3:32])[C:12]3[CH:13]=[C:14]([NH:18][C:19](=[O:31])[C:20]4[CH:25]=[CH:24][CH:23]=[C:22]([C:26]([C:29]#[N:30])([CH3:28])[CH3:27])[CH:21]=4)[CH:15]=[CH:16][CH:17]=3)[N:7]=[CH:8][C:9]=2[N:10]=1.[C:33](Cl)(=[O:35])[CH3:34].C(=O)([O-])O.[Na+]. The catalyst is N1C=CC=CC=1. The product is [C:33]([NH:1][C:2]1[S:3][C:4]2[N:5]=[C:6]([N:11]([CH3:32])[C:12]3[CH:13]=[C:14]([NH:18][C:19](=[O:31])[C:20]4[CH:25]=[CH:24][CH:23]=[C:22]([C:26]([C:29]#[N:30])([CH3:27])[CH3:28])[CH:21]=4)[CH:15]=[CH:16][CH:17]=3)[N:7]=[CH:8][C:9]=2[N:10]=1)(=[O:35])[CH3:34]. The yield is 0.610. (7) The reactants are Cl[CH2:2][C:3]1[CH:8]=[CH:7][C:6]([C:9]2[S:17][C:16]3[C:11](=[N:12][CH:13]=[CH:14][C:15]=3[O:18][C:19]3[CH:24]=[CH:23][C:22]([N+:25]([O-:27])=[O:26])=[CH:21][C:20]=3[F:28])[CH:10]=2)=[CH:5][CH:4]=1.[NH:29]1[CH2:33][CH2:32][CH2:31][CH2:30]1. The catalyst is CC(O)C. The product is [F:28][C:20]1[CH:21]=[C:22]([N+:25]([O-:27])=[O:26])[CH:23]=[CH:24][C:19]=1[O:18][C:15]1[CH:14]=[CH:13][N:12]=[C:11]2[CH:10]=[C:9]([C:6]3[CH:5]=[CH:4][C:3]([CH2:2][N:29]4[CH2:33][CH2:32][CH2:31][CH2:30]4)=[CH:8][CH:7]=3)[S:17][C:16]=12. The yield is 0.450. (8) The reactants are [C:1]([O:5][C:6]([NH:8][C@@H:9]([CH2:13][CH3:14])[C:10]([OH:12])=[O:11])=[O:7])([CH3:4])([CH3:3])[CH3:2].I[CH3:16].[H-].[Na+]. The catalyst is C1COCC1. The product is [C:1]([O:5][C:6]([N:8]([CH3:16])[C@@H:9]([CH2:13][CH3:14])[C:10]([OH:12])=[O:11])=[O:7])([CH3:4])([CH3:3])[CH3:2]. The yield is 0.980.